Dataset: Reaction yield outcomes from USPTO patents with 853,638 reactions. Task: Predict the reaction yield, written as a fraction of the theoretical maximum amount of product (1.0 means a 100% yield; for example, 0.34 means a 34% yield). The reactants are C([Li])CCC.C(NC(C)C)(C)C.[F:13][C:14]1[CH:19]=[CH:18][CH:17]=[C:16]([CH3:20])[C:15]=1[F:21].C(O[B:26]1[O:30][C:29]([CH3:32])([CH3:31])[C:28]([CH3:34])([CH3:33])[O:27]1)(C)C. The catalyst is C1COCC1.CCOCC. The product is [F:13][C:14]1[C:15]([F:21])=[C:16]([CH3:20])[CH:17]=[CH:18][C:19]=1[B:26]1[O:30][C:29]([CH3:32])([CH3:31])[C:28]([CH3:34])([CH3:33])[O:27]1. The yield is 0.500.